Dataset: Catalyst prediction with 721,799 reactions and 888 catalyst types from USPTO. Task: Predict which catalyst facilitates the given reaction. (1) The catalyst class is: 96. Reactant: [Si:1]([O:18][CH2:19][CH2:20][CH2:21][C:22]1[CH:33]=[CH:32][C:25]([O:26][C:27]([CH3:31])([CH3:30])[CH2:28][OH:29])=[CH:24][CH:23]=1)([C:14]([CH3:17])([CH3:16])[CH3:15])([C:8]1[CH:13]=[CH:12][CH:11]=[CH:10][CH:9]=1)[C:2]1[CH:7]=[CH:6][CH:5]=[CH:4][CH:3]=1.CC(OI1(OC(C)=O)(OC(C)=O)OC(=O)C2C1=CC=CC=2)=O. Product: [Si:1]([O:18][CH2:19][CH2:20][CH2:21][C:22]1[CH:33]=[CH:32][C:25]([O:26][C:27]([CH3:31])([CH3:30])[CH:28]=[O:29])=[CH:24][CH:23]=1)([C:14]([CH3:17])([CH3:16])[CH3:15])([C:2]1[CH:7]=[CH:6][CH:5]=[CH:4][CH:3]=1)[C:8]1[CH:9]=[CH:10][CH:11]=[CH:12][CH:13]=1. (2) Product: [O:23]=[S:24]1(=[O:49])[C:29]2[CH:30]=[C:31]([O:34][C:35]3[CH:40]=[CH:39][C:38]([CH2:41][CH2:42][C:43]([NH2:2])=[O:44])=[CH:37][CH:36]=3)[CH:32]=[CH:33][C:28]=2[N:27]2[CH2:46][CH2:47][CH2:48][C:26]2=[N:25]1. Reactant: C[N:2](C(ON1N=NC2C=CC=CC1=2)=[N+](C)C)C.[B-](F)(F)(F)F.[O:23]=[S:24]1(=[O:49])[C:29]2[CH:30]=[C:31]([O:34][C:35]3[CH:40]=[CH:39][C:38]([CH2:41][CH2:42][C:43](O)=[O:44])=[CH:37][CH:36]=3)[CH:32]=[CH:33][C:28]=2[N:27]2[CH2:46][CH2:47][CH2:48][C:26]2=[N:25]1.C(N(C(C)C)CC)(C)C.N.Cl. The catalyst class is: 91. (3) Reactant: [CH:1]([C:3]1[CH:18]=[CH:17][C:6]([O:7][C:8]2[CH:16]=[CH:15][C:11]([C:12]([NH2:14])=[O:13])=[CH:10][N:9]=2)=[CH:5][CH:4]=1)=O.[CH2:19]([N:26]1[CH2:30][CH2:29][C@H:28]([NH2:31])[CH2:27]1)[C:20]1[CH:25]=[CH:24][CH:23]=[CH:22][CH:21]=1.[BH4-].[Na+]. Product: [CH2:19]([N:26]1[CH2:30][CH2:29][C@H:28]([NH:31][CH2:1][C:3]2[CH:18]=[CH:17][C:6]([O:7][C:8]3[CH:16]=[CH:15][C:11]([C:12]([NH2:14])=[O:13])=[CH:10][N:9]=3)=[CH:5][CH:4]=2)[CH2:27]1)[C:20]1[CH:21]=[CH:22][CH:23]=[CH:24][CH:25]=1. The catalyst class is: 5. (4) Reactant: [NH2:1][C:2]1[CH:10]=[CH:9][C:5]([C:6]([OH:8])=[O:7])=[CH:4][CH:3]=1.[F:11][C:12]([F:23])([F:22])[C:13](O[C:13](=[O:14])[C:12]([F:23])([F:22])[F:11])=[O:14]. Product: [F:11][C:12]([F:23])([F:22])[C:13]([NH:1][C:2]1[CH:10]=[CH:9][C:5]([C:6]([OH:8])=[O:7])=[CH:4][CH:3]=1)=[O:14]. The catalyst class is: 67.